Regression. Given two drug SMILES strings and cell line genomic features, predict the synergy score measuring deviation from expected non-interaction effect. From a dataset of NCI-60 drug combinations with 297,098 pairs across 59 cell lines. (1) Drug 1: COC1=CC(=CC(=C1O)OC)C2C3C(COC3=O)C(C4=CC5=C(C=C24)OCO5)OC6C(C(C7C(O6)COC(O7)C8=CC=CS8)O)O. Drug 2: C1C(C(OC1N2C=C(C(=O)NC2=O)F)CO)O. Cell line: SNB-75. Synergy scores: CSS=40.5, Synergy_ZIP=-9.75, Synergy_Bliss=-9.32, Synergy_Loewe=-10.8, Synergy_HSA=-4.33. (2) Drug 1: CC1=C2C(C(=O)C3(C(CC4C(C3C(C(C2(C)C)(CC1OC(=O)C(C(C5=CC=CC=C5)NC(=O)OC(C)(C)C)O)O)OC(=O)C6=CC=CC=C6)(CO4)OC(=O)C)OC)C)OC. Drug 2: COC1=NC(=NC2=C1N=CN2C3C(C(C(O3)CO)O)O)N. Cell line: SK-OV-3. Synergy scores: CSS=30.7, Synergy_ZIP=3.18, Synergy_Bliss=1.15, Synergy_Loewe=-30.2, Synergy_HSA=-0.332. (3) Drug 1: CN(CC1=CN=C2C(=N1)C(=NC(=N2)N)N)C3=CC=C(C=C3)C(=O)NC(CCC(=O)O)C(=O)O. Drug 2: CC1CCCC2(C(O2)CC(NC(=O)CC(C(C(=O)C(C1O)C)(C)C)O)C(=CC3=CSC(=N3)C)C)C. Cell line: UACC-257. Synergy scores: CSS=50.8, Synergy_ZIP=-2.24, Synergy_Bliss=-2.92, Synergy_Loewe=-1.23, Synergy_HSA=-0.516. (4) Drug 1: CC(CN1CC(=O)NC(=O)C1)N2CC(=O)NC(=O)C2. Drug 2: COC1=C2C(=CC3=C1OC=C3)C=CC(=O)O2. Cell line: OVCAR-8. Synergy scores: CSS=21.4, Synergy_ZIP=-0.847, Synergy_Bliss=0.226, Synergy_Loewe=-0.731, Synergy_HSA=-0.337. (5) Drug 1: C1=CN(C(=O)N=C1N)C2C(C(C(O2)CO)O)O.Cl. Drug 2: C1CCC(C(C1)N)N.C(=O)(C(=O)[O-])[O-].[Pt+4]. Cell line: UO-31. Synergy scores: CSS=38.9, Synergy_ZIP=-4.19, Synergy_Bliss=1.61, Synergy_Loewe=-12.0, Synergy_HSA=4.09. (6) Drug 1: C1CCC(C(C1)N)N.C(=O)(C(=O)[O-])[O-].[Pt+4]. Drug 2: C1C(C(OC1N2C=NC(=NC2=O)N)CO)O. Cell line: HCC-2998. Synergy scores: CSS=28.2, Synergy_ZIP=-4.16, Synergy_Bliss=3.77, Synergy_Loewe=5.70, Synergy_HSA=6.90. (7) Drug 1: C1CN(P(=O)(OC1)NCCCl)CCCl. Drug 2: CCC1(C2=C(COC1=O)C(=O)N3CC4=CC5=C(C=CC(=C5CN(C)C)O)N=C4C3=C2)O.Cl. Cell line: IGROV1. Synergy scores: CSS=20.5, Synergy_ZIP=-7.36, Synergy_Bliss=-1.64, Synergy_Loewe=-50.4, Synergy_HSA=-2.93. (8) Drug 1: CC(CN1CC(=O)NC(=O)C1)N2CC(=O)NC(=O)C2. Drug 2: CC(C1=C(C=CC(=C1Cl)F)Cl)OC2=C(N=CC(=C2)C3=CN(N=C3)C4CCNCC4)N. Cell line: HOP-62. Synergy scores: CSS=3.72, Synergy_ZIP=-2.70, Synergy_Bliss=-1.21, Synergy_Loewe=-3.29, Synergy_HSA=-2.83.